Dataset: Forward reaction prediction with 1.9M reactions from USPTO patents (1976-2016). Task: Predict the product of the given reaction. Given the reactants [F-].C([N+](CCCC)(CCCC)CCCC)CCC.[Si]([O:26][C@H:27]([CH2:41][CH2:42][CH2:43][CH2:44][CH2:45][CH3:46])[C@@H:28]([N:30]1[CH:38]=[N:37][C:36]2[C:31]1=[N:32][CH:33]=[N:34][C:35]=2[O:39][CH3:40])[CH3:29])(C(C)(C)C)(C)C.ClCCl.CO, predict the reaction product. The product is: [CH3:40][O:39][C:35]1[N:34]=[CH:33][N:32]=[C:31]2[C:36]=1[N:37]=[CH:38][N:30]2[C@H:28]([C@H:27]([OH:26])[CH2:41][CH2:42][CH2:43][CH2:44][CH2:45][CH3:46])[CH3:29].